Dataset: Catalyst prediction with 721,799 reactions and 888 catalyst types from USPTO. Task: Predict which catalyst facilitates the given reaction. (1) Reactant: C(OC([NH:8][C@H:9]([C:17]1[NH:21][C:20]2[CH:22]=[CH:23][C:24]([Cl:26])=[CH:25][C:19]=2[N:18]=1)[CH2:10][C:11]1[CH:16]=[CH:15][N:14]=[CH:13][CH:12]=1)=O)(C)(C)C.FC(F)(F)C(O)=O. Product: [Cl:26][C:24]1[CH:23]=[CH:22][C:20]2[NH:21][C:17]([C@@H:9]([NH2:8])[CH2:10][C:11]3[CH:12]=[CH:13][N:14]=[CH:15][CH:16]=3)=[N:18][C:19]=2[CH:25]=1. The catalyst class is: 4. (2) Reactant: [CH3:1][N:2]1[CH2:7][CH2:6][N:5]([C:8]2[CH:13]=[CH:12][C:11]([N+:14]([O-])=O)=[CH:10][CH:9]=2)[CH2:4][CH2:3]1. Product: [CH3:1][N:2]1[CH2:3][CH2:4][N:5]([C:8]2[CH:13]=[CH:12][C:11]([NH2:14])=[CH:10][CH:9]=2)[CH2:6][CH2:7]1. The catalyst class is: 45. (3) Reactant: Cl[C:2]1[CH:7]=[C:6]([O:8][C:9]2[C:14]([F:15])=[CH:13][C:12]([NH:16][C:17]([C:19]3[C:20](=[O:35])[N:21]([C:28]4[CH:33]=[CH:32][C:31]([F:34])=[CH:30][CH:29]=4)[CH:22]=[CH:23][C:24]=3[O:25][CH2:26][CH3:27])=[O:18])=[C:11]([F:36])[CH:10]=2)[CH:5]=[CH:4][N:3]=1.[C:37]([NH2:40])(=[O:39])[CH3:38].CC1(C)C2C(=C(P(C3C=CC=CC=3)C3C=CC=CC=3)C=CC=2)OC2C(P(C3C=CC=CC=3)C3C=CC=CC=3)=CC=CC1=2.C([O-])([O-])=O.[Cs+].[Cs+]. Product: [C:37]([NH:40][C:2]1[CH:7]=[C:6]([O:8][C:9]2[C:14]([F:15])=[CH:13][C:12]([NH:16][C:17]([C:19]3[C:20](=[O:35])[N:21]([C:28]4[CH:29]=[CH:30][C:31]([F:34])=[CH:32][CH:33]=4)[CH:22]=[CH:23][C:24]=3[O:25][CH2:26][CH3:27])=[O:18])=[C:11]([F:36])[CH:10]=2)[CH:5]=[CH:4][N:3]=1)(=[O:39])[CH3:38]. The catalyst class is: 62. (4) Reactant: Cl.[Cl:2][C:3]1[CH:8]=[CH:7][CH:6]=[CH:5][C:4]=1[C:9]1[N:10]([CH2:27][CH2:28][NH2:29])[C:11]2[C:16]([N:17]=1)=[C:15]([N:18]1[CH2:23][CH2:22][N:21]([CH2:24][CH3:25])[CH2:20][CH2:19]1)[N:14]=[C:13]([CH3:26])[N:12]=2. Product: [ClH:2].[Cl:2][C:3]1[CH:8]=[CH:7][CH:6]=[CH:5][C:4]=1[C:9]1[N:10]([CH2:27][CH2:28][NH2:29])[C:11]2[C:16]([N:17]=1)=[C:15]([N:18]1[CH2:19][CH2:20][N:21]([CH2:24][CH3:25])[CH2:22][CH2:23]1)[N:14]=[C:13]([CH3:26])[N:12]=2. The catalyst class is: 28. (5) Reactant: [Br:1][C:2]1[C:3]([CH3:12])=[C:4]([CH:8]=[C:9]([CH3:11])[CH:10]=1)[C:5](O)=[O:6]. Product: [Br:1][C:2]1[C:3]([CH3:12])=[C:4]([CH2:5][OH:6])[CH:8]=[C:9]([CH3:11])[CH:10]=1. The catalyst class is: 1. (6) Reactant: [Cl:1][C:2]1[CH:3]=[CH:4][C:5]([CH2:23][O:24][C:25]2[CH:30]=[CH:29][CH:28]=[CH:27][C:26]=2[Cl:31])=[C:6]([CH:22]=1)[C:7]([NH:9][C@H:10]([C:12]1[CH:21]=[CH:20][C:15]([C:16]([O:18]C)=[O:17])=[CH:14][CH:13]=1)[CH3:11])=[O:8].[OH-].[Na+]. Product: [Cl:1][C:2]1[CH:3]=[CH:4][C:5]([CH2:23][O:24][C:25]2[CH:30]=[CH:29][CH:28]=[CH:27][C:26]=2[Cl:31])=[C:6]([CH:22]=1)[C:7]([NH:9][C@H:10]([C:12]1[CH:13]=[CH:14][C:15]([C:16]([OH:18])=[O:17])=[CH:20][CH:21]=1)[CH3:11])=[O:8]. The catalyst class is: 5. (7) Reactant: [S:1]1[CH:5]=[CH:4][CH:3]=[C:2]1[CH2:6][NH2:7].[N:8]1[CH:16]=[C:15]2[C:11]([N:12]=[CH:13][NH:14]2)=[N:10][CH:9]=1.[Cl:17][C:18]1[CH:25]=[CH:24][CH:23]=[C:22]([Cl:26])[C:19]=1C=O.N[C:28]1[CH:29]=[N:30][CH:31]=N[CH:33]=1.CN(C)[C:36](=O)[CH3:37]. Product: [Cl:26][C:22]1[CH:23]=[CH:24][CH:25]=[C:18]([Cl:17])[C:19]=1[C:13]1[N:12]([CH2:36][C@@H:37]2[CH2:33][CH2:28][CH2:29][NH:30][CH2:31]2)[C:11]2[C:15]([N:14]=1)=[CH:16][N:8]=[C:9]([NH:7][CH2:6][C:2]1[S:1][CH:5]=[CH:4][CH:3]=1)[N:10]=2. The catalyst class is: 15. (8) Reactant: [CH3:1][O:2][C:3]1[C:8]([CH2:9][N:10]2[CH2:15][CH2:14][CH:13]([CH2:16][CH:17]([OH:23])[C:18]3[S:19][CH:20]=[CH:21][CH:22]=3)[CH2:12][CH2:11]2)=[CH:7][CH:6]=[CH:5][N:4]=1.C(N(CC)CC)C.C(=O)(O)[O-].[Na+]. Product: [CH3:1][O:2][C:3]1[C:8]([CH2:9][N:10]2[CH2:15][CH2:14][CH:13]([CH2:16][C:17](=[O:23])[C:18]3[S:19][CH:20]=[CH:21][CH:22]=3)[CH2:12][CH2:11]2)=[CH:7][CH:6]=[CH:5][N:4]=1. The catalyst class is: 16. (9) Reactant: [CH2:1]1[C@@H:6](O)[C@@H:5]([OH:8])[C@H:4]([OH:9])[CH2:3][C@@:2]1([C:11]([OH:13])=[O:12])[OH:10].CN(C=O)C.C1C=CC=CC=1.C1(C)C=CC(S(O)(=O)=O)=CC=1. Product: [OH:10][C:2]12[CH2:1][CH:6]([O:13][C:11]1=[O:12])[CH:5]([OH:8])[CH:4]([OH:9])[CH2:3]2. The catalyst class is: 25. (10) Reactant: Br[CH2:2][C:3]1[CH:4]=[C:5]([C:8]([O:10][C:11]([CH3:14])([CH3:13])[CH3:12])=[O:9])[S:6][CH:7]=1.Cl.[NH2:16][CH2:17][C:18]([O:20][C:21]([CH3:24])([CH3:23])[CH3:22])=[O:19].C(N(CC)CC)C.C(O[BH-](OC(=O)C)OC(=O)C)(=O)C.[Na+]. Product: [C:21]([O:20][C:18](=[O:19])[CH2:17][NH:16][CH2:2][C:3]1[CH:4]=[C:5]([C:8]([O:10][C:11]([CH3:14])([CH3:13])[CH3:12])=[O:9])[S:6][CH:7]=1)([CH3:24])([CH3:23])[CH3:22]. The catalyst class is: 35.